From a dataset of Forward reaction prediction with 1.9M reactions from USPTO patents (1976-2016). Predict the product of the given reaction. (1) The product is: [C:24]([O:27][C:12]([CH3:11])([CH3:13])[CH3:17])([CH3:2])([CH3:25])[CH3:23]. Given the reactants Cl.[C:2](=O)(O)[O-].[Na+].ClC(O[CH2:11][C:12]1[CH:17]=CC=C[CH:13]=1)=O.N(C(OCC1C=CC=CC=1)=O)[C@H](C(OC)=O)CC1C=[CH:25][C:24]([OH:27])=[CH:23]C=1.OS(O)(=O)=O, predict the reaction product. (2) The product is: [Br:17][C:18]1[CH:32]=[CH:31][C:21]([C:22]([NH:24][CH:25]([Cl:14])[C:26]([Cl:29])([Cl:28])[Cl:27])=[O:23])=[CH:20][CH:19]=1. Given the reactants BrC1C=CC(C(N)=O)=CC=1.O=CC(Cl)(Cl)[Cl:14].[Br:17][C:18]1[CH:32]=[CH:31][C:21]([C:22]([NH:24][CH:25](O)[C:26]([Cl:29])([Cl:28])[Cl:27])=[O:23])=[CH:20][CH:19]=1.P(Cl)(Cl)(Cl)(Cl)Cl, predict the reaction product. (3) Given the reactants [C:1]([O:5][C:6]([N:8]1[CH2:13][CH2:12][N:11]([C:14]2[C:23]3[C:18](=[CH:19][C:20]([Cl:24])=[CH:21][CH:22]=3)[NH:17][C:16](=O)[CH:15]=2)[CH2:10][CH2:9]1)=[O:7])([CH3:4])([CH3:3])[CH3:2].[H-].[Na+].[CH:28]1([CH2:31][NH2:32])[CH2:30][CH2:29]1, predict the reaction product. The product is: [C:1]([O:5][C:6]([N:8]1[CH2:13][CH2:12][N:11]([C:14]2[C:23]3[C:18](=[CH:19][C:20]([Cl:24])=[CH:21][CH:22]=3)[N:17]=[C:16]([NH:32][CH2:31][CH:28]3[CH2:30][CH2:29]3)[CH:15]=2)[CH2:10][CH2:9]1)=[O:7])([CH3:4])([CH3:3])[CH3:2].